From a dataset of Forward reaction prediction with 1.9M reactions from USPTO patents (1976-2016). Predict the product of the given reaction. (1) The product is: [C:40]([C:37]1[CH:36]=[CH:35][C:34](/[C:15](/[C:10]2[N:11]=[C:12]([O:13][CH3:14])[C:7]([C:4]#[N:5])=[CH:8][CH:9]=2)=[CH:16]\[C@H:17]2[CH2:18][CH2:19][C:20](=[O:33])[N:21]2[CH2:22][C:23]2[CH:28]=[CH:27][C:26]([O:29][CH3:30])=[CH:25][C:24]=2[O:31][CH3:32])=[CH:39][CH:38]=1)([CH3:43])([CH3:41])[CH3:42]. Given the reactants [Cu]([C:4]#[N:5])C#N.Br[C:7]1[CH:8]=[CH:9][C:10](/[C:15](/[C:34]2[CH:39]=[CH:38][C:37]([C:40]([CH3:43])([CH3:42])[CH3:41])=[CH:36][CH:35]=2)=[CH:16]/[C@@H:17]2[N:21]([CH2:22][C:23]3[CH:28]=[CH:27][C:26]([O:29][CH3:30])=[CH:25][C:24]=3[O:31][CH3:32])[C:20](=[O:33])[CH2:19][CH2:18]2)=[N:11][C:12]=1[O:13][CH3:14].O, predict the reaction product. (2) Given the reactants Cl[CH2:2][C:3]([N:5]1[C@@H:9]([C:10]#[CH:11])[CH2:8][CH2:7][C@H:6]1[C:12]#[N:13])=[O:4].[CH:14]1([NH2:20])[CH2:19][CH2:18][CH2:17][CH2:16][CH2:15]1, predict the reaction product. The product is: [CH:14]1([NH:20][CH2:2][C:3]([N:5]2[C@@H:9]([C:10]#[CH:11])[CH2:8][CH2:7][C@H:6]2[C:12]#[N:13])=[O:4])[CH2:19][CH2:18][CH2:17][CH2:16][CH2:15]1.